From a dataset of NCI-60 drug combinations with 297,098 pairs across 59 cell lines. Regression. Given two drug SMILES strings and cell line genomic features, predict the synergy score measuring deviation from expected non-interaction effect. Drug 1: C1=CC(=CC=C1C#N)C(C2=CC=C(C=C2)C#N)N3C=NC=N3. Drug 2: CC1C(C(CC(O1)OC2CC(OC(C2O)C)OC3=CC4=CC5=C(C(=O)C(C(C5)C(C(=O)C(C(C)O)O)OC)OC6CC(C(C(O6)C)O)OC7CC(C(C(O7)C)O)OC8CC(C(C(O8)C)O)(C)O)C(=C4C(=C3C)O)O)O)O. Cell line: SR. Synergy scores: CSS=31.1, Synergy_ZIP=0.592, Synergy_Bliss=-1.47, Synergy_Loewe=-27.4, Synergy_HSA=-1.68.